Dataset: Full USPTO retrosynthesis dataset with 1.9M reactions from patents (1976-2016). Task: Predict the reactants needed to synthesize the given product. (1) Given the product [N:6]1[C:15]2[C:10](=[CH:11][CH:12]=[CH:13][CH:14]=2)[CH:9]=[C:8]([C:16]([O:18][CH2:26][CH3:27])=[O:17])[CH:7]=1, predict the reactants needed to synthesize it. The reactants are: S(=O)(=O)(O)O.[N:6]1[C:15]2[C:10](=[CH:11][CH:12]=[CH:13][CH:14]=2)[CH:9]=[C:8]([C:16]([O-:18])=[O:17])[CH:7]=1.[K+].C(=O)([O-])[O-].[Na+].[Na+].[CH2:26](O)[CH3:27]. (2) Given the product [CH2:24]([O:21][C:7]1[CH2:6][CH2:5][C@@:4]2([CH3:22])[C:9](=[CH:10][CH2:11][C@@H:12]3[C@@H:3]2[C@H:2]([OH:1])[CH2:19][C@@:17]2([CH3:18])[C@H:13]3[CH2:14][CH2:15][C:16]2=[O:20])[CH:8]=1)[CH3:29], predict the reactants needed to synthesize it. The reactants are: [OH:1][C@@H:2]1[CH2:19][C@@:17]2([CH3:18])[C@@H:13]([CH:14]=[CH:15][C:16]2=[O:20])[C@H:12]2[C@H:3]1[C@:4]1([CH3:22])[CH:9]([CH2:10][CH2:11]2)[CH2:8][C:7](=[O:21])[CH2:6][CH2:5]1.O.[C:24]1(C)C(S(O)(=O)=O)=CC=C[CH:29]=1.C(OCC)(OCC)OCC. (3) Given the product [Cl:1][C:2]1[N:7]=[CH:6][N:5]=[C:4]2[N:8]([CH2:18][CH2:17][N:11]3[CH2:16][CH2:15][CH2:14][CH2:13][CH2:12]3)[N:9]=[CH:10][C:3]=12, predict the reactants needed to synthesize it. The reactants are: [Cl:1][C:2]1[N:7]=[CH:6][N:5]=[C:4]2[NH:8][N:9]=[CH:10][C:3]=12.[N:11]1([CH2:17][CH2:18]O)[CH2:16][CH2:15][CH2:14][CH2:13][CH2:12]1.C1(P(C2C=CC=CC=2)C2C=CC=CC=2)C=CC=CC=1.CC(OC(/N=N/C(OC(C)C)=O)=O)C.